From a dataset of Catalyst prediction with 721,799 reactions and 888 catalyst types from USPTO. Predict which catalyst facilitates the given reaction. (1) Reactant: [CH3:1][C:2]1[N:28]([CH3:29])[C:5]2[CH:6]=[C:7]([C:23]([O:25][CH2:26][CH3:27])=[O:24])[C:8]3[C:9](=O)[CH2:10][C:11]4([NH:20][C:21]=3[C:4]=2[N:3]=1)[CH2:19][C:18]1[C:13](=[CH:14][CH:15]=[CH:16][CH:17]=1)[CH2:12]4.C([SiH](CC)CC)C.C(=O)([O-])O.[Na+]. Product: [CH3:1][C:2]1[N:28]([CH3:29])[C:5]2[CH:6]=[C:7]([C:23]([O:25][CH2:26][CH3:27])=[O:24])[C:8]3[CH2:9][CH2:10][C:11]4([NH:20][C:21]=3[C:4]=2[N:3]=1)[CH2:19][C:18]1[C:13](=[CH:14][CH:15]=[CH:16][CH:17]=1)[CH2:12]4. The catalyst class is: 55. (2) Reactant: [C:1]([C:3]1[CH:8]=[CH:7][CH:6]=[CH:5][C:4]=1[NH:9][C:10]1[N:29]=[C:13]2[CH:14]=[CH:15][C:16]([C:18]3[CH:19]=[C:20]([CH:26]=[CH:27][CH:28]=3)[C:21](OCC)=[O:22])=[CH:17][N:12]2[N:11]=1)#[N:2].C(=O)([O-])[O-].[K+].[K+].[CH2:36]([NH2:38])[CH3:37].CN(C(ON1N=NC2C=CC=CC1=2)=[N+](C)C)C.[B-](F)(F)(F)F. Product: [C:1]([C:3]1[CH:8]=[CH:7][CH:6]=[CH:5][C:4]=1[NH:9][C:10]1[N:29]=[C:13]2[CH:14]=[CH:15][C:16]([C:18]3[CH:19]=[C:20]([CH:26]=[CH:27][CH:28]=3)[C:21]([NH:38][CH2:36][CH3:37])=[O:22])=[CH:17][N:12]2[N:11]=1)#[N:2]. The catalyst class is: 18. (3) Reactant: [C:1]1([CH2:7][N:8]2[CH2:13][CH2:12][O:11][CH:10]([CH2:14][NH2:15])[CH2:9]2)[CH:6]=[CH:5][CH:4]=[CH:3][CH:2]=1.[CH3:16][C:17]([O:20][C:21](O[C:21]([O:20][C:17]([CH3:19])([CH3:18])[CH3:16])=[O:22])=[O:22])([CH3:19])[CH3:18]. Product: [C:1]1([CH2:7][N:8]2[CH2:13][CH2:12][O:11][CH:10]([CH2:14][NH:15][C:21](=[O:22])[O:20][C:17]([CH3:19])([CH3:18])[CH3:16])[CH2:9]2)[CH:2]=[CH:3][CH:4]=[CH:5][CH:6]=1. The catalyst class is: 23. (4) Reactant: [F:1][C:2]1[CH:10]=[CH:9][CH:8]=[C:7]([N+:11]([O-:13])=[O:12])[C:3]=1[C:4]([OH:6])=[O:5].CO.[N+](=[CH:18][Si](C)(C)C)=[N-]. Product: [F:1][C:2]1[CH:10]=[CH:9][CH:8]=[C:7]([N+:11]([O-:13])=[O:12])[C:3]=1[C:4]([O:6][CH3:18])=[O:5]. The catalyst class is: 11. (5) Reactant: [C:1]([O:5][C:6]([NH:8][C@@H:9]([CH2:19][CH2:20][CH3:21])[C:10]([O:17][CH3:18])([O:15][CH3:16])[C:11]([O:13]C)=[O:12])=[O:7])([CH3:4])([CH3:3])[CH3:2].[OH-].[K+]. Product: [C:1]([O:5][C:6]([NH:8][C@@H:9]([CH2:19][CH2:20][CH3:21])[C:10]([O:15][CH3:16])([O:17][CH3:18])[C:11]([OH:13])=[O:12])=[O:7])([CH3:4])([CH3:3])[CH3:2]. The catalyst class is: 5. (6) Reactant: CN(C(ON1N=NC2C=CC=NC1=2)=[N+](C)C)C.F[P-](F)(F)(F)(F)F.[CH3:25][NH:26][C:27]1[CH:28]=[CH:29][C:30]2[S:34][CH:33]=[N:32][C:31]=2[CH:35]=1.[C:36]([O:40][C:41]([NH:43][C@@H:44]([CH2:48][C:49]1[CH:54]=[C:53]([F:55])[CH:52]=[C:51]([F:56])[CH:50]=1)[C:45]([OH:47])=O)=[O:42])([CH3:39])([CH3:38])[CH3:37].CCN(C(C)C)C(C)C. Product: [S:34]1[C:30]2[CH:29]=[CH:28][C:27]([N:26]([CH3:25])[C:45](=[O:47])[C@@H:44]([NH:43][C:41](=[O:42])[O:40][C:36]([CH3:37])([CH3:38])[CH3:39])[CH2:48][C:49]3[CH:54]=[C:53]([F:55])[CH:52]=[C:51]([F:56])[CH:50]=3)=[CH:35][C:31]=2[N:32]=[CH:33]1. The catalyst class is: 634. (7) Reactant: [NH2:1][C:2]1[CH:3]=[CH:4][C:5]2[O:10][CH2:9][C:8](=[O:11])[NH:7][C:6]=2[CH:12]=1.[C:13]([Si:17]([CH3:25])([CH3:24])[O:18][CH2:19][CH2:20][C@@H:21]1[CH2:23][O:22]1)([CH3:16])([CH3:15])[CH3:14]. Product: [C:13]([Si:17]([CH3:25])([CH3:24])[O:18][CH2:19][CH2:20][C@@H:21]([OH:22])[CH2:23][NH:1][C:2]1[CH:3]=[CH:4][C:5]2[O:10][CH2:9][C:8](=[O:11])[NH:7][C:6]=2[CH:12]=1)([CH3:14])([CH3:16])[CH3:15]. The catalyst class is: 61.